From a dataset of Full USPTO retrosynthesis dataset with 1.9M reactions from patents (1976-2016). Predict the reactants needed to synthesize the given product. (1) Given the product [Cl:1][C:2]1[C:3]([C:26]2[CH:31]=[CH:30][C:29]([OH:32])=[CH:28][CH:27]=2)=[C:4]2[C:18]3[CH2:19][CH2:20][C@H:21]([C:23]([NH2:25])=[O:24])[CH2:22][C:17]=3[S:16][C:5]2=[N:6][C:7]=1[CH2:8][N:9]1[C:13](=[O:14])[CH2:12][O:11][C:10]1=[O:15], predict the reactants needed to synthesize it. The reactants are: [Cl:1][C:2]1[C:3]([C:26]2[CH:31]=[CH:30][C:29]([O:32]C)=[CH:28][CH:27]=2)=[C:4]2[C:18]3[CH2:19][CH2:20][C@H:21]([C:23]([NH2:25])=[O:24])[CH2:22][C:17]=3[S:16][C:5]2=[N:6][C:7]=1[CH2:8][N:9]1[C:13](=[O:14])[CH2:12][O:11][C:10]1=[O:15].NC(C(O)=O)CCSC.CS(O)(=O)=O. (2) Given the product [C:30]([O:29][C:27]([N:24]1[CH2:25][CH2:26][CH:21]([NH:20][C:12]([C:8]2[C:7]([NH:6][C:4](=[O:5])[C:3]3[C:15]([Cl:19])=[CH:16][CH:17]=[CH:18][C:2]=3[Cl:1])=[CH:11][NH:10][N:9]=2)=[O:14])[CH2:22][CH2:23]1)=[O:28])([CH3:33])([CH3:31])[CH3:32], predict the reactants needed to synthesize it. The reactants are: [Cl:1][C:2]1[CH:18]=[CH:17][CH:16]=[C:15]([Cl:19])[C:3]=1[C:4]([NH:6][C:7]1[C:8]([C:12]([OH:14])=O)=[N:9][NH:10][CH:11]=1)=[O:5].[NH2:20][CH:21]1[CH2:26][CH2:25][N:24]([C:27]([O:29][C:30]([CH3:33])([CH3:32])[CH3:31])=[O:28])[CH2:23][CH2:22]1.C(Cl)CCl.C1C=CC2N(O)N=NC=2C=1.